Dataset: Full USPTO retrosynthesis dataset with 1.9M reactions from patents (1976-2016). Task: Predict the reactants needed to synthesize the given product. (1) The reactants are: Cl[C:2]1[N:7]=[C:6]2[N:8]([CH3:11])[N:9]=[CH:10][C:5]2=[C:4]([OH:12])[N:3]=1.[Cl:13][CH2:14][CH:15]([O:18][C:19]1[CH:24]=[C:23]([F:25])[C:22]([N:26]2[CH2:31][CH2:30][NH:29][CH2:28][CH2:27]2)=[C:21]([F:32])[CH:20]=1)[CH2:16][OH:17].CCN(C(C)C)C(C)C. Given the product [Cl:13][CH2:14][CH:15]([O:18][C:19]1[CH:24]=[C:23]([F:25])[C:22]([N:26]2[CH2:27][CH2:28][N:29]([C:2]3[N:7]=[C:6]4[N:8]([CH3:11])[N:9]=[CH:10][C:5]4=[C:4]([OH:12])[N:3]=3)[CH2:30][CH2:31]2)=[C:21]([F:32])[CH:20]=1)[CH2:16][OH:17], predict the reactants needed to synthesize it. (2) Given the product [NH2:39][C:24]1[C:25]([O:9][CH2:8][C@@H:7]2[CH2:6][CH2:5][N:4]([C:14]([O:16][C:17]([CH3:20])([CH3:19])[CH3:18])=[O:15])[CH2:3][C@H:2]2[F:1])=[CH:26][N:27]=[CH:22][N:23]=1, predict the reactants needed to synthesize it. The reactants are: [F:1][CH:2]1[CH:7]([CH2:8][O:9]S(C)(=O)=O)[CH2:6][CH2:5][N:4]([C:14]([O:16][C:17]([CH3:20])([CH3:19])[CH3:18])=[O:15])[CH2:3]1.N[CH:22]1[N:27](O)[CH:26]=[CH:25][CH:24]=[N:23]1.C([O-])([O-])=O.[Cs+].[Cs+].C(Cl)Cl.C[N:39](C=O)C. (3) Given the product [Cl:14][C:5]1[CH:4]=[C:3]([C:2]([F:11])([F:10])[F:1])[N:8]=[CH:7][N:6]=1, predict the reactants needed to synthesize it. The reactants are: [F:1][C:2]([F:11])([F:10])[C:3]1[N:8]=[CH:7][N:6]=[C:5](O)[CH:4]=1.P(Cl)(Cl)([Cl:14])=O.N1C2C(=CC=CC=2)C=CC=1.